From a dataset of Forward reaction prediction with 1.9M reactions from USPTO patents (1976-2016). Predict the product of the given reaction. (1) Given the reactants [NH:1]1[C:5]2[CH:6]=[CH:7][CH:8]=[CH:9][C:4]=2[N:3]=[C:2]1[C:10]1[C:11]([NH2:15])=[N:12][O:13][N:14]=1.[C:16]([O:20][C:21]([N:23]1[CH2:28][CH2:27][CH:26](O)[CH2:25][CH2:24]1)=[O:22])([CH3:19])([CH3:18])[CH3:17].C1(P(C2C=CC=CC=2)C2C=CC=CC=2)C=CC=CC=1.N(C(OCC)=O)=NC(OCC)=O, predict the reaction product. The product is: [C:16]([O:20][C:21]([N:23]1[CH2:28][CH2:27][CH:26]([N:3]2[C:4]3[CH:9]=[CH:8][CH:7]=[CH:6][C:5]=3[N:1]=[C:2]2[C:10]2[C:11]([NH2:15])=[N:12][O:13][N:14]=2)[CH2:25][CH2:24]1)=[O:22])([CH3:19])([CH3:17])[CH3:18]. (2) Given the reactants [CH2:1]([C:3]1[C:8]([CH:9]=O)=[CH:7][CH:6]=[CH:5][C:4]=1[C:11]1[N:15]=[C:14]([C:16]2[CH:17]=[CH:18][C:19]([O:24][CH:25]([CH3:27])[CH3:26])=[C:20]([CH:23]=2)[C:21]#[N:22])[S:13][N:12]=1)[CH3:2].[NH:28]1[CH2:31][CH:30]([C:32]([OH:34])=[O:33])[CH2:29]1.C(O)(=O)C.C(O[BH-](OC(=O)C)OC(=O)C)(=O)C.[Na+], predict the reaction product. The product is: [C:21]([C:20]1[CH:23]=[C:16]([C:14]2[S:13][N:12]=[C:11]([C:4]3[C:3]([CH2:1][CH3:2])=[C:8]([CH2:9][N:28]4[CH2:31][CH:30]([C:32]([OH:34])=[O:33])[CH2:29]4)[CH:7]=[CH:6][CH:5]=3)[N:15]=2)[CH:17]=[CH:18][C:19]=1[O:24][CH:25]([CH3:27])[CH3:26])#[N:22]. (3) Given the reactants C(OC([N:8]1[CH2:13][CH2:12][C:11]([C:34]#[N:35])([NH:14][C:15]([O:17][C@@H:18]([CH2:27][CH:28]2[CH2:33][CH2:32][CH2:31][CH2:30][CH2:29]2)[C:19]([N:21]2[CH2:26][CH2:25][O:24][CH2:23][CH2:22]2)=[O:20])=[O:16])[CH2:10][CH2:9]1)=O)(C)(C)C.[C:36]([OH:42])([C:38]([F:41])([F:40])[F:39])=[O:37], predict the reaction product. The product is: [C:34]([C:11]1([NH:14][C:15]([O:17][C@@H:18]([CH2:27][CH:28]2[CH2:33][CH2:32][CH2:31][CH2:30][CH2:29]2)[C:19]([N:21]2[CH2:22][CH2:23][O:24][CH2:25][CH2:26]2)=[O:20])=[O:16])[CH2:12][CH2:13][NH:8][CH2:9][CH2:10]1)#[N:35].[C:36]([OH:42])([C:38]([F:41])([F:40])[F:39])=[O:37]. (4) Given the reactants [Cl:1][C:2]1[C:3]2[N:4]([C:8]([CH:19]=[O:20])=[C:9]([C:11]3[CH:16]=[CH:15][CH:14]=[C:13]([O:17][CH3:18])[CH:12]=3)[N:10]=2)[CH:5]=[CH:6][CH:7]=1.[C:21]([Mg]Br)#[CH:22].O.CCOCC, predict the reaction product. The product is: [Cl:1][C:2]1[C:3]2[N:4]([C:8]([CH:19]([OH:20])[C:21]#[CH:22])=[C:9]([C:11]3[CH:16]=[CH:15][CH:14]=[C:13]([O:17][CH3:18])[CH:12]=3)[N:10]=2)[CH:5]=[CH:6][CH:7]=1.